From a dataset of Reaction yield outcomes from USPTO patents with 853,638 reactions. Predict the reaction yield, written as a fraction of the theoretical maximum amount of product (1.0 means a 100% yield; for example, 0.34 means a 34% yield). (1) The reactants are Br[CH2:2][C:3]([C:5]1[C:10]([CH3:11])=[CH:9][C:8]([O:12][CH2:13][CH:14]([CH3:16])[CH3:15])=[CH:7][C:6]=1[CH3:17])=O.[NH2:18][C:19]([NH2:21])=[S:20]. The catalyst is CCO. The product is [CH2:13]([O:12][C:8]1[CH:9]=[C:10]([CH3:11])[C:5]([C:3]2[N:18]=[C:19]([NH2:21])[S:20][CH:2]=2)=[C:6]([CH3:17])[CH:7]=1)[CH:14]([CH3:16])[CH3:15]. The yield is 0.820. (2) The reactants are [CH3:1][C:2]1[S:6][C:5]([C:7]2([OH:17])[CH2:16][CH2:15][C:10]3(OCC[O:11]3)[CH2:9][CH2:8]2)=[N:4][CH:3]=1.C([O-])([O-])=O.[Na+].[Na+]. The catalyst is C1COCC1. The product is [OH:17][C:7]1([C:5]2[S:6][C:2]([CH3:1])=[CH:3][N:4]=2)[CH2:16][CH2:15][C:10](=[O:11])[CH2:9][CH2:8]1. The yield is 0.990. (3) The reactants are [CH2:1]([O:8][C:9](=[O:24])[NH:10][C@H:11]([CH:18]1[CH2:23][CH2:22][CH2:21][CH2:20][CH2:19]1)[C:12](=[O:17])N(OC)C)[C:2]1[CH:7]=[CH:6][CH:5]=[CH:4][CH:3]=1.[H-].[H-].[H-].[H-].[Li+].[Al+3]. The catalyst is C1COCC1. The product is [CH2:1]([O:8][C:9](=[O:24])[NH:10][C@H:11]([CH:18]1[CH2:19][CH2:20][CH2:21][CH2:22][CH2:23]1)[CH:12]=[O:17])[C:2]1[CH:7]=[CH:6][CH:5]=[CH:4][CH:3]=1. The yield is 0.990. (4) The reactants are [C:1]([O:5][C:6]([N:8]1[CH2:15][CH:14]2[CH:10]([CH2:11][NH:12][CH2:13]2)[CH2:9]1)=[O:7])([CH3:4])([CH3:3])[CH3:2].Cl[C:17]1[N:22]=[C:21]([CH3:23])[CH:20]=[C:19]([CH3:24])[N:18]=1.C([O-])([O-])=O.[Cs+].[Cs+].CN(C=O)C. The catalyst is CCOC(C)=O.O. The product is [C:1]([O:5][C:6]([N:8]1[CH2:9][CH:10]2[CH:14]([CH2:13][N:12]([C:17]3[N:22]=[C:21]([CH3:23])[CH:20]=[C:19]([CH3:24])[N:18]=3)[CH2:11]2)[CH2:15]1)=[O:7])([CH3:4])([CH3:2])[CH3:3]. The yield is 0.710. (5) The reactants are [CH3:1][N:2]1[C:14]2[C:13](=[O:15])[C:12]3[CH:11]=[C:10]([CH3:16])[CH:9]=[CH:8][C:7]=3[N:6]([CH:17]3[CH2:22][CH2:21][N:20](C(OC(C)(C)C)=O)[CH2:19][CH2:18]3)[C:5]=2[CH:4]=[N:3]1.FC(F)(F)C(O)=O. The catalyst is ClCCl. The product is [CH3:1][N:2]1[C:14]2[C:13](=[O:15])[C:12]3[CH:11]=[C:10]([CH3:16])[CH:9]=[CH:8][C:7]=3[N:6]([CH:17]3[CH2:22][CH2:21][NH:20][CH2:19][CH2:18]3)[C:5]=2[CH:4]=[N:3]1. The yield is 0.470. (6) The reactants are [F:1][C:2]1[CH:3]=[C:4]([CH:46]=[C:47]([F:49])[CH:48]=1)[CH2:5][C:6]1[CH:7]=[C:8]2[C:12](=[CH:13][CH:14]=1)[N:11](C(C1C=CC=CC=1)(C1C=CC=CC=1)C1C=CC=CC=1)[N:10]=[C:9]2[NH:34][C:35](=[O:45])[C:36]1[CH:41]=[C:40]([CH:42]=[O:43])[CH:39]=[CH:38][C:37]=1[F:44].Cl. The catalyst is O1CCOCC1. The product is [F:1][C:2]1[CH:3]=[C:4]([CH:46]=[C:47]([F:49])[CH:48]=1)[CH2:5][C:6]1[CH:7]=[C:8]2[C:12](=[CH:13][CH:14]=1)[NH:11][N:10]=[C:9]2[NH:34][C:35](=[O:45])[C:36]1[CH:41]=[C:40]([CH:42]=[O:43])[CH:39]=[CH:38][C:37]=1[F:44]. The yield is 0.770. (7) The reactants are [C:1]([O:5][C:6]([N:8]1[CH2:13][CH2:12][CH:11]([OH:14])[CH2:10][CH2:9]1)=[O:7])([CH3:4])([CH3:3])[CH3:2].[H-].[Na+].Br[CH2:18][CH:19]1[CH2:21][CH2:20]1. The catalyst is CN(C=O)C. The product is [C:1]([O:5][C:6]([N:8]1[CH2:13][CH2:12][CH:11]([O:14][CH2:18][CH:19]2[CH2:21][CH2:20]2)[CH2:10][CH2:9]1)=[O:7])([CH3:4])([CH3:2])[CH3:3]. The yield is 0.530. (8) The yield is 0.440. The reactants are [F:1][C:2]1[CH:16]=[CH:15][C:5]2[C:6](=[O:14])[CH2:7][C:8]3[CH:9]=[CH:10][CH:11]=[N:12][C:13]=3[C:4]=2[CH:3]=1.C1C[O:20]CC1. The product is [F:1][C:2]1[CH:16]=[CH:15][C:5]2[C:6](=[O:14])[C:7](=[O:20])[C:8]3[CH:9]=[CH:10][CH:11]=[N:12][C:13]=3[C:4]=2[CH:3]=1. The catalyst is C(OCC)C.[O-2].[Cr+6].[O-2].[O-2].